This data is from Forward reaction prediction with 1.9M reactions from USPTO patents (1976-2016). The task is: Predict the product of the given reaction. (1) Given the reactants Cl[CH2:2][C:3]1[CH:8]=[C:7]([C:9]([F:12])([F:11])[F:10])[CH:6]=[C:5]([N+:13]([O-:15])=[O:14])[CH:4]=1.[Na+].[CH3:17][S:18]([O-:20])=[O:19], predict the reaction product. The product is: [CH3:17][S:18]([CH2:2][C:3]1[CH:8]=[C:7]([C:9]([F:12])([F:11])[F:10])[CH:6]=[C:5]([N+:13]([O-:15])=[O:14])[CH:4]=1)(=[O:20])=[O:19]. (2) Given the reactants Cl[C:2]1[C:3]2[C:4](=[CH:13][N:14](CC3C=CC(OC)=CC=3)[N:15]=2)[N:5]=[C:6]([C:8]2[S:9][CH:10]=[CH:11][CH:12]=2)[N:7]=1.[CH3:25][S:26]([C:29]1[CH:30]=[C:31]([CH:33]=[CH:34][CH:35]=1)[NH2:32])(=[O:28])=[O:27].Cl, predict the reaction product. The product is: [CH3:25][S:26]([C:29]1[CH:30]=[C:31]([NH:32][C:2]2[C:3]3[NH:15][N:14]=[CH:13][C:4]=3[N:5]=[C:6]([C:8]3[S:9][CH:10]=[CH:11][CH:12]=3)[N:7]=2)[CH:33]=[CH:34][CH:35]=1)(=[O:27])=[O:28]. (3) Given the reactants [CH2:1]([N:8]1[CH2:13][CH2:12][CH:11]([N:14]2[CH:18]=[N:17][N:16]=[CH:15]2)[CH2:10][CH2:9]1)[C:2]1[CH:7]=[CH:6][CH:5]=[CH:4][CH:3]=1.[C:19](OC(=O)C)(=[O:21])[CH3:20], predict the reaction product. The product is: [CH2:1]([N:8]1[CH2:13][CH2:12][CH:11]([N:14]2[CH:15]=[N:16][N:17]=[C:18]2[C:19](=[O:21])[CH3:20])[CH2:10][CH2:9]1)[C:2]1[CH:3]=[CH:4][CH:5]=[CH:6][CH:7]=1. (4) Given the reactants C(OC(=O)[NH:7][C@@H:8]1[CH2:13][CH2:12][CH2:11][CH2:10][C@@H:9]1[NH:14][C:15]1[N:16]=[CH:17][C:18]2[C:24](=[O:25])[NH:23][CH:22]=[C:21]([C:26]3[CH:27]=[N:28][N:29]([CH3:31])[CH:30]=3)[C:19]=2[N:20]=1)(C)(C)C.C(OC(=O)C)C.Cl, predict the reaction product. The product is: [NH2:7][C@@H:8]1[CH2:13][CH2:12][CH2:11][CH2:10][C@@H:9]1[NH:14][C:15]1[N:16]=[CH:17][C:18]2[C:24](=[O:25])[NH:23][CH:22]=[C:21]([C:26]3[CH:27]=[N:28][N:29]([CH3:31])[CH:30]=3)[C:19]=2[N:20]=1. (5) Given the reactants [CH3:1][C@@H:2]1[CH2:6][CH2:5][CH2:4][C@H:3]1[OH:7].[H-].[Na+].Cl[C:11]1[CH:12]=[CH:13][C:14]2[CH2:15][N:16]([C:22]([O:24][C:25]([CH3:28])([CH3:27])[CH3:26])=[O:23])[CH2:17][CH2:18][O:19][C:20]=2[N:21]=1.O, predict the reaction product. The product is: [CH3:1][C@@H:2]1[CH2:6][CH2:5][CH2:4][C@H:3]1[O:7][C:11]1[CH:12]=[CH:13][C:14]2[CH2:15][N:16]([C:22]([O:24][C:25]([CH3:28])([CH3:27])[CH3:26])=[O:23])[CH2:17][CH2:18][O:19][C:20]=2[N:21]=1. (6) The product is: [OH:6][C@H:4]([CH3:5])[C@H:3]([N:7]1[CH2:10][C:9]2([CH2:14][CH2:13][CH2:12][NH:11]2)[C:8]1=[O:22])[C:2]([NH2:1])=[O:23]. Given the reactants [NH2:1][C:2](=[O:23])[C@@H:3]([N:7]1[CH2:10][C:9]2([CH2:14][CH2:13][CH2:12][N:11]2C(OC(C)(C)C)=O)[C:8]1=[O:22])[C@H:4]([OH:6])[CH3:5].C(O)(C(F)(F)F)=O, predict the reaction product. (7) Given the reactants COP([CH2:7][C:8](=[O:16])[C:9]([F:15])([F:14])[CH2:10][CH2:11][CH2:12][CH3:13])(=O)OC.O.[OH-].[Li+].[C:20]([O:23][C@@H:24]1[C@H:28]([CH2:29]/[CH:30]=[CH:31]\[CH2:32][CH2:33][CH2:34][C:35]([O:37][CH3:38])=[O:36])[C@@H:27]([CH:39]=O)[C@H:26]([O:41][CH:42]2[CH2:47][CH2:46][CH2:45][CH2:44][O:43]2)[CH2:25]1)(=[O:22])[CH3:21], predict the reaction product. The product is: [C:20]([O:23][C@@H:24]1[C@H:28]([CH2:29]/[CH:30]=[CH:31]\[CH2:32][CH2:33][CH2:34][C:35]([O:37][CH3:38])=[O:36])[C@@H:27](/[CH:39]=[CH:7]/[C:8](=[O:16])[C:9]([F:14])([F:15])[CH2:10][CH2:11][CH2:12][CH3:13])[C@H:26]([O:41][CH:42]2[CH2:47][CH2:46][CH2:45][CH2:44][O:43]2)[CH2:25]1)(=[O:22])[CH3:21].